Task: Predict the reaction yield, written as a fraction of the theoretical maximum amount of product (1.0 means a 100% yield; for example, 0.34 means a 34% yield).. Dataset: Reaction yield outcomes from USPTO patents with 853,638 reactions The reactants are [C:1]1([S:7]([C:10]2[CH:11]=[CH:12][C:13]([C:33]([F:36])([F:35])[F:34])=[C:14]([S:16]([NH:19][CH:20]3[CH2:28][C:27]4[C:22](=[CH:23][CH:24]=[C:25]([C:29]([O:31]C)=[O:30])[CH:26]=4)[CH2:21]3)(=[O:18])=[O:17])[CH:15]=2)(=[O:9])=[O:8])[CH:6]=[CH:5][CH:4]=[CH:3][CH:2]=1.O1CCCC1.[OH-].[Na+].Cl. The catalyst is O.CO. The product is [C:1]1([S:7]([C:10]2[CH:11]=[CH:12][C:13]([C:33]([F:35])([F:36])[F:34])=[C:14]([S:16]([NH:19][CH:20]3[CH2:28][C:27]4[C:22](=[CH:23][CH:24]=[C:25]([C:29]([OH:31])=[O:30])[CH:26]=4)[CH2:21]3)(=[O:18])=[O:17])[CH:15]=2)(=[O:9])=[O:8])[CH:2]=[CH:3][CH:4]=[CH:5][CH:6]=1. The yield is 0.260.